Dataset: Reaction yield outcomes from USPTO patents with 853,638 reactions. Task: Predict the reaction yield, written as a fraction of the theoretical maximum amount of product (1.0 means a 100% yield; for example, 0.34 means a 34% yield). (1) The reactants are C[O:2][CH:3](O)[C:4]1[CH:9]=[C:8]([N+:10]([O-:12])=[O:11])[CH:7]=[CH:6][C:5]=1[O:13][CH3:14].OCC1C=C([N+]([O-])=O)C=CC=1O. No catalyst specified. The product is [CH3:14][O:13][C:5]1[CH:6]=[CH:7][C:8]([N+:10]([O-:12])=[O:11])=[CH:9][C:4]=1[CH2:3][OH:2]. The yield is 0.760. (2) The reactants are C[Si](Cl)(C)C.C([N:9]([CH:12]([CH3:14])C)[CH2:10][CH3:11])(C)C.[C:23](O[C:23]([O:25][C:26]([CH3:29])([CH3:28])[CH3:27])=[O:24])([O:25][C:26]([CH3:29])([CH3:28])[CH3:27])=[O:24]. The catalyst is Cl. The product is [CH3:26][O:25][C:23]([C@H:14]1[CH2:11][CH2:10][N:9]([C:23]([O:25][C:26]([CH3:27])([CH3:28])[CH3:29])=[O:24])[CH2:12]1)=[O:24]. The yield is 0.740. (3) The reactants are [N+:1]([C:4]1[C:13]2[CH2:12][O:11][C:10](=[O:14])[NH:9][C:8]=2[CH:7]=[CH:6][CH:5]=1)([O-])=O. The catalyst is CN(C=O)C.C(O)C.[C].[Pd]. The product is [NH2:1][C:4]1[C:13]2[CH2:12][O:11][C:10](=[O:14])[NH:9][C:8]=2[CH:7]=[CH:6][CH:5]=1. The yield is 0.830. (4) The reactants are I[C:2]1[CH:3]=[CH:4][C:5]2[N:6]([CH:8]=[C:9]([NH:11][C:12]([CH:14]3[CH2:16][CH2:15]3)=[O:13])[N:10]=2)[N:7]=1.[NH2:17][C:18]1[CH:19]=[CH:20][C:21]([O:25][CH3:26])=[C:22]([OH:24])[CH:23]=1.C(=O)([O-])[O-].[K+].[K+]. The catalyst is CN(C)C=O. The product is [NH2:17][C:18]1[CH:19]=[CH:20][C:21]([O:25][CH3:26])=[C:22]([CH:23]=1)[O:24][C:2]1[CH:3]=[CH:4][C:5]2[N:6]([CH:8]=[C:9]([NH:11][C:12]([CH:14]3[CH2:16][CH2:15]3)=[O:13])[N:10]=2)[N:7]=1. The yield is 0.360. (5) The reactants are Cl.[CH3:2][C:3]1[C:11]2[C:6](=[CH:7][CH:8]=[CH:9][CH:10]=2)[NH:5][C:4]=1[C:12]1[CH:13]=[N:14][CH:15]=[CH:16][CH:17]=1.C[Si]([N-][Si](C)(C)C)(C)C.[K+].Br[CH2:29][C:30]1[CH:34]=[C:33]([CH3:35])[O:32][N:31]=1. The catalyst is C1COCC1. The product is [NH4+:5].[OH-:32].[CH3:2][C:3]1[C:11]2[C:6](=[CH:7][CH:8]=[CH:9][CH:10]=2)[N:5]([CH2:29][C:30]2[CH:34]=[C:33]([CH3:35])[O:32][N:31]=2)[C:4]=1[C:12]1[CH:13]=[N:14][CH:15]=[CH:16][CH:17]=1. The yield is 0.00100. (6) The reactants are C([NH:8][C:9]1[CH:26]=[C:25]2[C:12]([S:13](=[O:29])(=[O:28])[NH:14][C:15]3[C:24]2=[CH:23][C:22]([Cl:27])=[C:21]2[C:16]=3[N:17]=[CH:18][CH:19]=[CH:20]2)=[CH:11][CH:10]=1)C1C=CC=CC=1.C([O-])(O)=O.[Na+]. The catalyst is Br. The product is [Cl:27][C:22]1[CH:23]=[C:24]2[C:15](=[C:16]3[C:21]=1[CH:20]=[CH:19][CH:18]=[N:17]3)[NH:14][S:13](=[O:28])(=[O:29])[C:12]1[C:25]2=[CH:26][C:9]([NH2:8])=[CH:10][CH:11]=1. The yield is 0.770. (7) The reactants are [Cl-].[Al+3].[Al+3].[Al+3].[Cl-].[Cl-].[Cl-].[Cl-].[Cl-].[Cl-].[Cl-].[Cl-].[CH:13]1([C:19](Cl)=[O:20])[CH2:18][CH2:17][CH2:16][CH2:15][CH2:14]1.[Cl:22][C:23]1[CH:28]=[CH:27][C:26]([C:29]2[S:30][CH:31]=[CH:32][C:33]=2[CH:34]([CH2:41][C:42]2[CH:47]=[CH:46][CH:45]=[CH:44][CH:43]=2)[C:35]([O:37][CH:38]([CH3:40])[CH3:39])=[O:36])=[CH:25][CH:24]=1.O. The catalyst is ClCCl. The product is [Cl:22][C:23]1[CH:28]=[CH:27][C:26]([C:29]2[S:30][C:31]([C:19]([CH:13]3[CH2:18][CH2:17][CH2:16][CH2:15][CH2:14]3)=[O:20])=[CH:32][C:33]=2[CH:34]([CH2:41][C:42]2[CH:43]=[CH:44][CH:45]=[CH:46][CH:47]=2)[C:35]([O:37][CH:38]([CH3:40])[CH3:39])=[O:36])=[CH:25][CH:24]=1. The yield is 0.200. (8) The reactants are [CH:1]1[C:10]2[C:5](=[C:6]([C:11]3[S:15][C:14]([NH2:16])=[N:13][N:12]=3)[CH:7]=[CH:8][CH:9]=2)[CH:4]=[N:3][N:2]=1.[C:17]([O:21][C:22](O[C:22]([O:21][C:17]([CH3:20])([CH3:19])[CH3:18])=[O:23])=[O:23])([CH3:20])([CH3:19])[CH3:18].CN(C=O)C. The catalyst is CN(C)C1C=CN=CC=1.CCOC(C)=O. The product is [CH:1]1[C:10]2[C:5](=[C:6]([C:11]3[S:15][C:14]([NH:16][C:22](=[O:23])[O:21][C:17]([CH3:20])([CH3:19])[CH3:18])=[N:13][N:12]=3)[CH:7]=[CH:8][CH:9]=2)[CH:4]=[N:3][N:2]=1. The yield is 0.390. (9) The reactants are [F:1][C:2]1[CH:9]=[CH:8][CH:7]=[CH:6][C:3]=1[CH:4]=O.C1C(=O)N(Br)C(=O)C1.[CH2:18]([SH:22])[CH2:19][CH2:20][SH:21]. The catalyst is C(Cl)Cl. The product is [F:1][C:2]1[CH:9]=[CH:8][CH:7]=[CH:6][C:3]=1[CH:4]1[S:22][CH2:18][CH2:19][CH2:20][S:21]1. The yield is 0.780.